From a dataset of Catalyst prediction with 721,799 reactions and 888 catalyst types from USPTO. Predict which catalyst facilitates the given reaction. (1) Reactant: C1N=CN([C:6](N2C=NC=C2)=[O:7])C=1.[F:13][C:14]1[C:19]2[CH:20]=[CH:21][O:22][C:18]=2[C:17]([NH2:23])=[C:16]([NH:24][C:25]2[CH:30]=[CH:29][C:28]([I:31])=[CH:27][C:26]=2[F:32])[C:15]=1[F:33].O. Product: [F:33][C:15]1[C:16]2[N:24]([C:25]3[CH:30]=[CH:29][C:28]([I:31])=[CH:27][C:26]=3[F:32])[C:6](=[O:7])[NH:23][C:17]=2[C:18]2[O:22][CH:21]=[CH:20][C:19]=2[C:14]=1[F:13]. The catalyst class is: 168. (2) Reactant: [Br-].[Li+].Cl[P:4](Cl)[C:5]1[CH:10]=[CH:9][CH:8]=[CH:7][CH:6]=1.[C:12]([Mg]Cl)([CH3:15])([CH3:14])[CH3:13].[H+].[B-:19]([F:23])([F:22])([F:21])[F:20]. Product: [F:20][B-:19]([F:23])([F:22])[F:21].[C:12]([PH+:4]([C:12]([CH3:15])([CH3:14])[CH3:13])[C:5]1[CH:10]=[CH:9][CH:8]=[CH:7][CH:6]=1)([CH3:15])([CH3:14])[CH3:13]. The catalyst class is: 788. (3) Reactant: [C:1]1([C@H:11]([NH2:13])[CH3:12])[C:10]2[C:5](=[CH:6][CH:7]=[CH:8][CH:9]=2)[CH:4]=[CH:3][CH:2]=1.C([O-])([O-])=O.[Cs+].[Cs+].[CH2:20](Br)[C:21]#[CH:22]. Product: [C:1]1([C@H:11]([NH:13][CH2:22][C:21]#[CH:20])[CH3:12])[C:10]2[C:5](=[CH:6][CH:7]=[CH:8][CH:9]=2)[CH:4]=[CH:3][CH:2]=1. The catalyst class is: 16. (4) Reactant: C(OC(=O)[NH:7][CH:8]1[CH2:13][CH2:12][NH:11][CH2:10][CH2:9]1)(C)(C)C.[F:15][C:16]1[CH:17]=[C:18]([CH:21]=[C:22]([C:24]([F:27])([F:26])[F:25])[CH:23]=1)[CH2:19]Br.C(N(C(C)C)CC)(C)C.FC(F)(F)C(O)=O. Product: [F:15][C:16]1[CH:17]=[C:18]([CH:21]=[C:22]([C:24]([F:25])([F:26])[F:27])[CH:23]=1)[CH2:19][N:11]1[CH2:10][CH2:9][CH:8]([NH2:7])[CH2:13][CH2:12]1. The catalyst class is: 4. (5) Reactant: CN(C(ON1N=NC2C=CC=NC1=2)=[N+](C)C)C.F[P-](F)(F)(F)(F)F.Cl.[C:26]([C:30]1[CH:31]=[C:32]([NH:71][S:72]([CH3:75])(=[O:74])=[O:73])[C:33]([O:69][CH3:70])=[C:34]([NH:36][C:37](=[O:68])[NH:38][C:39]2[C:48]3[C:43](=[CH:44][CH:45]=[CH:46][CH:47]=3)[C:42]([O:49][C:50]3[CH:55]=[CH:54][N:53]=[C:52]([NH:56][C:57]4[CH:65]=[CH:64][C:60]([C:61](O)=[O:62])=[C:59]([O:66][CH3:67])[CH:58]=4)[CH:51]=3)=[CH:41][CH:40]=2)[CH:35]=1)([CH3:29])([CH3:28])[CH3:27].[NH2:76][CH2:77][C:78]([CH2:83][OH:84])([CH2:81][OH:82])[CH2:79][OH:80].CCN(C(C)C)C(C)C. Product: [C:26]([C:30]1[CH:31]=[C:32]([NH:71][S:72]([CH3:75])(=[O:73])=[O:74])[C:33]([O:69][CH3:70])=[C:34]([NH:36][C:37](=[O:68])[NH:38][C:39]2[C:48]3[C:43](=[CH:44][CH:45]=[CH:46][CH:47]=3)[C:42]([O:49][C:50]3[CH:55]=[CH:54][N:53]=[C:52]([NH:56][C:57]4[CH:65]=[CH:64][C:60]([C:61]([NH:76][CH2:77][C:78]([CH2:83][OH:84])([CH2:81][OH:82])[CH2:79][OH:80])=[O:62])=[C:59]([O:66][CH3:67])[CH:58]=4)[CH:51]=3)=[CH:41][CH:40]=2)[CH:35]=1)([CH3:28])([CH3:27])[CH3:29]. The catalyst class is: 18. (6) Reactant: C(OC([NH:8][CH2:9][C:10]([NH:12][C:13]1[CH:22]=[CH:21][C:16]([C:17]([O:19][CH3:20])=[O:18])=[CH:15][CH:14]=1)=[O:11])=O)(C)(C)C.[C:23]([OH:29])([C:25]([F:28])([F:27])[F:26])=[O:24]. Product: [NH2:8][CH2:9][C:10]([NH:12][C:13]1[CH:22]=[CH:21][C:16]([C:17]([O:19][CH3:20])=[O:18])=[CH:15][CH:14]=1)=[O:11].[C:23]([OH:29])([C:25]([F:28])([F:27])[F:26])=[O:24]. The catalyst class is: 2. (7) Reactant: [CH3:1][O:2][C:3]([C:5]1[CH:14]=[CH:13][C:12]2[NH:11][CH:10]([C:15]3[CH:20]=[CH:19][C:18]([F:21])=[C:17]([Cl:22])[CH:16]=3)[CH2:9][C:8]([CH3:25])([CH:23]=[CH2:24])[C:7]=2[N:6]=1)=[O:4]. Product: [CH3:1][O:2][C:3]([C:5]1[CH:14]=[CH:13][C:12]2[NH:11][CH:10]([C:15]3[CH:20]=[CH:19][C:18]([F:21])=[C:17]([Cl:22])[CH:16]=3)[CH2:9][C:8]([CH2:23][CH3:24])([CH3:25])[C:7]=2[N:6]=1)=[O:4]. The catalyst class is: 19.